From a dataset of Forward reaction prediction with 1.9M reactions from USPTO patents (1976-2016). Predict the product of the given reaction. (1) The product is: [F:31][C:32]1[CH:37]=[C:36]([F:38])[CH:35]=[CH:34][C:33]=1[NH:39][C:40](=[O:64])[NH:41][C:42]1[CH:43]=[CH:44][C:45]([C:48]2[CH:52]=[CH:51][N:50]([CH:53]3[CH2:54][CH2:55][CH:56]([C:59]([OH:61])=[O:60])[CH2:57][CH2:58]3)[N:49]=2)=[CH:46][CH:47]=1. Given the reactants FC(F)(F)C1C=C(NC(=O)NC2C=CC(C3SC(CCC(O)=O)=NC=3)=CC=2)C=CC=1.[F:31][C:32]1[CH:37]=[C:36]([F:38])[CH:35]=[CH:34][C:33]=1[NH:39][C:40](=[O:64])[NH:41][C:42]1[CH:47]=[CH:46][C:45]([C:48]2[CH:52]=[CH:51][N:50]([CH:53]3[CH2:58][CH2:57][CH:56]([C:59]([O:61]CC)=[O:60])[CH2:55][CH2:54]3)[N:49]=2)=[CH:44][CH:43]=1, predict the reaction product. (2) Given the reactants [OH:1][C:2]1[N:10]=[CH:9][C:8]([N+:11]([O-:13])=[O:12])=[CH:7][C:3]=1[C:4]([OH:6])=[O:5].S(Cl)(Cl)=O.[CH3:18]O, predict the reaction product. The product is: [N+:11]([C:8]1[CH:7]=[C:3]([C:4]([O:6][CH3:18])=[O:5])[C:2](=[O:1])[NH:10][CH:9]=1)([O-:13])=[O:12]. (3) Given the reactants [Br:1][C:2]1[C:3]([NH:18][C:19]2[CH:26]=[CH:25][C:22]([C:23]#N)=[CH:21]C=2)=[N:4][C:5](NC2C(C)=CC(C)=CC=2C)=[N:6][CH:7]=1.CCO[CH2:30][CH3:31].Cl.[NH2:33][C:34]1[CH:41]=[CH:40][C:37]([C:38]#[N:39])=[CH:36][CH:35]=1.O1CCOC[CH2:43]1, predict the reaction product. The product is: [Br:1][C:2]1[C:3]([NH:18][C:19]2[C:26]([CH3:43])=[CH:25][C:22]([CH3:23])=[CH:21][C:30]=2[CH3:31])=[N:4][C:5]([NH:33][C:34]2[CH:41]=[CH:40][C:37]([C:38]#[N:39])=[CH:36][CH:35]=2)=[N:6][CH:7]=1. (4) Given the reactants [Br:1][C:2]1[C:3]([F:27])=[CH:4][C:5]2[O:11][CH2:10][CH2:9][N:8]3[C:12]([CH2:19][C:20]4[N:24]([CH3:25])[N:23]=[CH:22][CH:21]=4)=[C:13]([C:15]([O:17]C)=O)[N:14]=[C:7]3[C:6]=2[CH:26]=1.C[O-].[Na+].C([NH2:33])=O, predict the reaction product. The product is: [Br:1][C:2]1[C:3]([F:27])=[CH:4][C:5]2[O:11][CH2:10][CH2:9][N:8]3[C:12]([CH2:19][C:20]4[N:24]([CH3:25])[N:23]=[CH:22][CH:21]=4)=[C:13]([C:15]([NH2:33])=[O:17])[N:14]=[C:7]3[C:6]=2[CH:26]=1. (5) Given the reactants [CH3:1][C:2]1[C:3]([C:16]2[CH2:20][CH2:19][CH:18]([OH:21])[CH:17]=2)=[CH:4][C:5]2[C:6]([CH3:15])([CH3:14])[CH2:7][CH2:8][C:9]([CH3:13])([CH3:12])[C:10]=2[CH:11]=1.Cl[CH:23](Cl)C, predict the reaction product. The product is: [CH3:1][C:2]1[C:3]([C:16]23[CH2:23][CH:17]2[CH:18]([OH:21])[CH2:19][CH2:20]3)=[CH:4][C:5]2[C:6]([CH3:15])([CH3:14])[CH2:7][CH2:8][C:9]([CH3:12])([CH3:13])[C:10]=2[CH:11]=1. (6) The product is: [NH2:12][C:6]1[CH:5]=[C:4]([C:13]2[CH:18]=[CH:17][C:16]([Cl:19])=[C:15]([O:20][CH3:21])[C:14]=2[F:22])[N:3]=[C:2]([C:33]([O:34][CH2:28][CH3:29])=[O:31])[C:7]=1[O:8][CH:9]([F:11])[F:10]. Given the reactants Cl[C:2]1[C:7]([O:8][CH:9]([F:11])[F:10])=[C:6]([NH2:12])[CH:5]=[C:4]([C:13]2[CH:18]=[CH:17][C:16]([Cl:19])=[C:15]([O:20][CH3:21])[C:14]=2[F:22])[N:3]=1.C(N([CH2:28][CH3:29])CC)C.[C]=[O:31].C[CH2:33][OH:34], predict the reaction product. (7) Given the reactants [CH:1]([NH:4]C(C)C)(C)[CH3:2].C([Li])CCC.C(#N)C.[NH2:16][C:17]1[C:18]2[C:25]([C:26]3[CH:31]=[CH:30][C:29]([O:32][C:33]4[CH:38]=[CH:37][CH:36]=[CH:35][CH:34]=4)=[CH:28][CH:27]=3)=[CH:24][N:23]([CH:39]3[CH2:44][CH2:43][C:42](=[O:45])[CH2:41][CH2:40]3)[C:19]=2[N:20]=[CH:21][N:22]=1, predict the reaction product. The product is: [NH2:16][C:17]1[C:18]2[C:25]([C:26]3[CH:27]=[CH:28][C:29]([O:32][C:33]4[CH:38]=[CH:37][CH:36]=[CH:35][CH:34]=4)=[CH:30][CH:31]=3)=[CH:24][N:23]([CH:39]3[CH2:40][CH2:41][C:42]([CH2:2][C:1]#[N:4])([OH:45])[CH2:43][CH2:44]3)[C:19]=2[N:20]=[CH:21][N:22]=1. (8) Given the reactants [Cl:1][C:2]1[CH:17]=[C:16]([NH:18][C:19]2[C:20]3[N:27]([CH2:28][CH2:29][OH:30])[CH:26]=[CH:25][C:21]=3[N:22]=[CH:23][N:24]=2)[CH:15]=[CH:14][C:3]=1[O:4][C:5]1[CH:6]=[C:7]([CH:11]=[CH:12][CH:13]=1)[C:8]([OH:10])=O.[C:31]([C:33]1([NH2:39])[CH2:38][CH2:37][CH2:36][CH2:35][CH2:34]1)#[CH:32].Cl.C(N=C=NCCCN(C)C)C.O.ON1C2C=CC=CC=2N=N1, predict the reaction product. The product is: [ClH:1].[Cl:1][C:2]1[CH:17]=[C:16]([NH:18][C:19]2[C:20]3[N:27]([CH2:28][CH2:29][OH:30])[CH:26]=[CH:25][C:21]=3[N:22]=[CH:23][N:24]=2)[CH:15]=[CH:14][C:3]=1[O:4][C:5]1[CH:6]=[C:7]([CH:11]=[CH:12][CH:13]=1)[C:8]([NH:39][C:33]1([C:31]#[CH:32])[CH2:38][CH2:37][CH2:36][CH2:35][CH2:34]1)=[O:10]. (9) Given the reactants [C:1]1([C:7]2[CH:11]=[C:10]([CH2:12][OH:13])[O:9][N:8]=2)[CH:6]=[CH:5][CH:4]=[CH:3][CH:2]=1.I(C1C=CC=CC=1C(O)=O)(=O)=O, predict the reaction product. The product is: [C:1]1([C:7]2[CH:11]=[C:10]([CH:12]=[O:13])[O:9][N:8]=2)[CH:2]=[CH:3][CH:4]=[CH:5][CH:6]=1. (10) Given the reactants [Cl:1][C:2]1[CH:3]=[C:4](N2C=NC(COS(C)(=O)=O)=N2)[CH:5]=[CH:6][CH:7]=1.C(=O)([O-])[O-].[K+].[K+].[CH:25]1([N:28]2[C:32]([C:33]3[CH:38]=[CH:37][N:36]=[CH:35][CH:34]=3)=[N:31][NH:30][C:29]2=[S:39])[CH2:27][CH2:26]1, predict the reaction product. The product is: [Cl:1][C:2]1[CH:3]=[C:4]([SH:39]([CH2:33][C:32]2[N:28]=[CH:29][NH:30][N:31]=2)[C:29]2[N:28]([CH:25]3[CH2:27][CH2:26]3)[C:32]([C:33]3[CH:38]=[CH:37][N:36]=[CH:35][CH:34]=3)=[N:31][N:30]=2)[CH:5]=[CH:6][CH:7]=1.